Dataset: Merck oncology drug combination screen with 23,052 pairs across 39 cell lines. Task: Regression. Given two drug SMILES strings and cell line genomic features, predict the synergy score measuring deviation from expected non-interaction effect. (1) Drug 1: CN(Cc1cnc2nc(N)nc(N)c2n1)c1ccc(C(=O)NC(CCC(=O)O)C(=O)O)cc1. Drug 2: CC(C)CC(NC(=O)C(Cc1ccccc1)NC(=O)c1cnccn1)B(O)O. Cell line: MDAMB436. Synergy scores: synergy=-5.51. (2) Drug 1: CC1(c2nc3c(C(N)=O)cccc3[nH]2)CCCN1. Drug 2: CCc1c2c(nc3ccc(O)cc13)-c1cc3c(c(=O)n1C2)COC(=O)C3(O)CC. Cell line: PA1. Synergy scores: synergy=31.2. (3) Cell line: NCIH460. Synergy scores: synergy=1.62. Drug 1: COC12C(COC(N)=O)C3=C(C(=O)C(C)=C(N)C3=O)N1CC1NC12. Drug 2: NC(=O)c1cccc2cn(-c3ccc(C4CCCNC4)cc3)nc12. (4) Drug 1: CC1(c2nc3c(C(N)=O)cccc3[nH]2)CCCN1. Drug 2: Cn1c(=O)n(-c2ccc(C(C)(C)C#N)cc2)c2c3cc(-c4cnc5ccccc5c4)ccc3ncc21. Cell line: RKO. Synergy scores: synergy=14.5. (5) Drug 1: COC1CC2CCC(C)C(O)(O2)C(=O)C(=O)N2CCCCC2C(=O)OC(C(C)CC2CCC(OP(C)(C)=O)C(OC)C2)CC(=O)C(C)C=C(C)C(O)C(OC)C(=O)C(C)CC(C)C=CC=CC=C1C. Drug 2: CCc1cnn2c(NCc3ccc[n+]([O-])c3)cc(N3CCCCC3CCO)nc12. Cell line: RKO. Synergy scores: synergy=26.3. (6) Drug 2: CCc1cnn2c(NCc3ccc[n+]([O-])c3)cc(N3CCCCC3CCO)nc12. Drug 1: NC1(c2ccc(-c3nc4ccn5c(=O)[nH]nc5c4cc3-c3ccccc3)cc2)CCC1. Synergy scores: synergy=6.52. Cell line: HT144. (7) Cell line: RPMI7951. Drug 2: Cc1nc(Nc2ncc(C(=O)Nc3c(C)cccc3Cl)s2)cc(N2CCN(CCO)CC2)n1. Synergy scores: synergy=3.67. Drug 1: CN1C(=O)C=CC2(C)C3CCC4(C)C(NC(=O)OCC(F)(F)F)CCC4C3CCC12. (8) Drug 1: CC1CC2C3CCC4=CC(=O)C=CC4(C)C3(F)C(O)CC2(C)C1(O)C(=O)CO. Drug 2: NC1(c2ccc(-c3nc4ccn5c(=O)[nH]nc5c4cc3-c3ccccc3)cc2)CCC1. Cell line: OV90. Synergy scores: synergy=7.00. (9) Drug 1: NC(=O)c1cccc2cn(-c3ccc(C4CCCNC4)cc3)nc12. Drug 2: Cn1c(=O)n(-c2ccc(C(C)(C)C#N)cc2)c2c3cc(-c4cnc5ccccc5c4)ccc3ncc21. Cell line: NCIH2122. Synergy scores: synergy=14.9.